Dataset: KCNQ2 potassium channel screen with 302,405 compounds. Task: Binary Classification. Given a drug SMILES string, predict its activity (active/inactive) in a high-throughput screening assay against a specified biological target. (1) The molecule is O(c1c(C(=O)Nc2ccc(N(C)C)cc2)cc(OC)c(OC)c1)C. The result is 0 (inactive). (2) The drug is O=C(N1CCCCC1)Cn1nc(ccc1=O)c1ccccc1. The result is 0 (inactive). (3) The compound is s1c(NC(=O)C2CN(C(=O)C2)c2cc(OC)ccc2)nnc1SCC(=O)NCc1occc1. The result is 0 (inactive). (4) The molecule is S1(=O)(=O)CC(NC(=O)COC(=O)CSc2nc(N)c(cn2)C(OCC)=O)CC1. The result is 0 (inactive). (5) The compound is s1c(c2oc(c(n2)CN2CC(OC(C2)C)C)C)c(cc1)C. The result is 0 (inactive). (6) The molecule is S(=O)(=O)(N1CCOCC1)c1ccc(NC(=O)C2CN(C(=O)C2)c2c(OC)cccc2)cc1. The result is 0 (inactive). (7) The compound is O(c1ccc(NC(=O)c2nccnc2)cc1)CC. The result is 0 (inactive). (8) The compound is P(OC(C)C)(OC(C)C)(=O)C(Nc1cc([N+]([O-])=O)ccc1)c1ccc(OC)cc1. The result is 0 (inactive).